From a dataset of Full USPTO retrosynthesis dataset with 1.9M reactions from patents (1976-2016). Predict the reactants needed to synthesize the given product. (1) Given the product [CH2:1]([O:3][C:4]([C:6]1[C:7]2[S:15][CH:14]=[C:13]([CH2:16][O:17][C:18]3[CH:23]=[C:22]([C:24]4[N:28]([CH3:29])[CH:27]=[N:26][N:25]=4)[CH:21]=[CH:20][C:19]=3[CH3:39])[C:8]=2[C:9]([Cl:12])=[N:10][CH:11]=1)=[O:5])[CH3:2], predict the reactants needed to synthesize it. The reactants are: [CH2:1]([O:3][C:4]([C:6]1[C:7]2[S:15][CH:14]=[C:13]([CH2:16][O:17][C:18]3[CH:23]=[C:22]([C:24]4[N:28]([CH2:29]C5C=CC(OC)=CC=5)[C:27](C)=[N:26][N:25]=4)[CH:21]=[CH:20][C:19]=3[CH3:39])[C:8]=2[C:9]([Cl:12])=[N:10][CH:11]=1)=[O:5])[CH3:2].FC(F)(F)C(O)=O.C1(OC)C=CC=CC=1.S(=O)(=O)(O)O. (2) Given the product [NH2:28][CH2:27][CH2:26][O:25][C:24]1[CH:36]=[CH:37][C:21]([C@@H:16]([NH:15][S:12]([C:9]2[CH:8]=[CH:7][C:6]([O:5][CH2:1][C:2]#[C:3][CH3:4])=[CH:11][CH:10]=2)(=[O:14])=[O:13])[C:17]([NH:19][OH:20])=[O:18])=[CH:22][CH:23]=1, predict the reactants needed to synthesize it. The reactants are: [CH2:1]([O:5][C:6]1[CH:11]=[CH:10][C:9]([S:12]([NH:15][C@H:16]([C:21]2[CH:37]=[CH:36][C:24]([O:25][CH2:26][CH2:27][NH:28]C(=O)OC(C)(C)C)=[CH:23][CH:22]=2)[C:17]([NH:19][OH:20])=[O:18])(=[O:14])=[O:13])=[CH:8][CH:7]=1)[C:2]#[C:3][CH3:4].Cl. (3) The reactants are: [Br:1][C:2]1[C:3]([F:11])=[C:4]([NH:8][CH:9]=O)[CH:5]=[CH:6][CH:7]=1.CO.Cl.[OH-].[Na+]. Given the product [Br:1][C:2]1[C:3]([F:11])=[C:4]([CH:5]=[CH:6][CH:7]=1)[NH:8][CH3:9], predict the reactants needed to synthesize it. (4) Given the product [N:9]1[CH:10]=[CH:11][CH:12]=[CH:13][C:8]=1[C:18]1[CH:19]=[CH:20][C:15]([OH:14])=[CH:16][CH:17]=1, predict the reactants needed to synthesize it. The reactants are: C(=O)([O-])[O-].[Na+].[Na+].Br[C:8]1[CH:13]=[CH:12][CH:11]=[CH:10][N:9]=1.[OH:14][C:15]1[CH:20]=[CH:19][C:18](B(O)O)=[CH:17][CH:16]=1.COCCOC.